Dataset: Full USPTO retrosynthesis dataset with 1.9M reactions from patents (1976-2016). Task: Predict the reactants needed to synthesize the given product. (1) Given the product [F:16][C:15]([F:18])([F:17])[C:12]1[CH:13]=[CH:14][C:9]([C:4]2[C:3]([C:1]([OH:22])=[O:20])=[CH:8][CH:7]=[CH:6][CH:5]=2)=[CH:10][C:11]=1[Cl:19], predict the reactants needed to synthesize it. The reactants are: [C:1]([C:3]1[CH:8]=[CH:7][CH:6]=[CH:5][C:4]=1[C:9]1[CH:14]=[CH:13][C:12]([C:15]([F:18])([F:17])[F:16])=[C:11]([Cl:19])[CH:10]=1)#N.[OH-:20].[K+].[OH2:22]. (2) The reactants are: [CH2:1]([O:3][C:4]([C:6]1[CH:11]=[CH:10][C:9](B(O)O)=[CH:8][CH:7]=1)=[O:5])[CH3:2].[C:15](=[O:18])([O-])[O-:16].[Na+].[Na+].[C:21](#[N:23])[CH3:22]. Given the product [CH2:1]([O:3][C:4]([C:6]1[CH:11]=[CH:10][C:9]([C:8]2[CH2:22][CH2:21][N:23]([C:15]([O:16][C:6]([CH3:11])([CH3:7])[CH3:4])=[O:18])[CH2:10][CH:9]=2)=[CH:8][CH:7]=1)=[O:5])[CH3:2], predict the reactants needed to synthesize it. (3) Given the product [Li+:25].[C:19]([C:16]1[CH:15]=[CH:14][C:13]([N:10]2[CH2:11][CH2:12][CH:7]([CH2:6][CH2:5][CH2:4][C:3]([O-:23])=[O:2])[CH2:8][CH2:9]2)=[CH:18][CH:17]=1)([CH3:22])([CH3:20])[CH3:21], predict the reactants needed to synthesize it. The reactants are: C[O:2][C:3](=[O:23])[CH2:4][CH2:5][CH2:6][CH:7]1[CH2:12][CH2:11][N:10]([C:13]2[CH:18]=[CH:17][C:16]([C:19]([CH3:22])([CH3:21])[CH3:20])=[CH:15][CH:14]=2)[CH2:9][CH2:8]1.[OH-].[Li+:25].O1CCCC1. (4) Given the product [CH3:17][N:16]([CH3:18])[C:12]1[CH:11]=[C:10]([CH:15]=[CH:14][CH:13]=1)[CH2:9][O:8][C:4]1[CH:5]=[N:6][CH:7]=[C:2]([N:30]2[CH2:35][CH2:34][NH:33][CH2:32][CH2:31]2)[N:3]=1, predict the reactants needed to synthesize it. The reactants are: Cl[C:2]1[CH:7]=[N:6][CH:5]=[C:4]([O:8][CH2:9][C:10]2[CH:15]=[CH:14][CH:13]=[C:12]([N:16]([CH3:18])[CH3:17])[CH:11]=2)[N:3]=1.CN(C)C1C=C(C=CC=1)CO.[NH:30]1[CH2:35][CH2:34][NH:33][CH2:32][CH2:31]1.C([O-])([O-])=O.[K+].[K+].